This data is from Full USPTO retrosynthesis dataset with 1.9M reactions from patents (1976-2016). The task is: Predict the reactants needed to synthesize the given product. (1) Given the product [CH2:13]([O:15][C:16]([C:17]1[CH:18]=[C:19]([CH3:20])[N:11]([C:7]2[CH:8]=[CH:9][CH:10]=[C:5]([N:4]([CH3:12])[CH3:3])[CH:6]=2)[C:22]=1[C:23]1[CH:28]=[CH:27][CH:26]=[CH:25][CH:24]=1)=[O:30])[CH3:14], predict the reactants needed to synthesize it. The reactants are: Cl.Cl.[CH3:3][N:4]([CH3:12])[C:5]1[CH:10]=[CH:9][CH:8]=[C:7]([NH2:11])[CH:6]=1.[CH2:13]([O:15][C:16](=[O:30])[CH:17]([C:22](=O)[C:23]1[CH:28]=[CH:27][CH:26]=[CH:25][CH:24]=1)[CH2:18][C:19](=O)[CH3:20])[CH3:14].C(N(CC)CC)C.CC1C=CC(S(O)(=O)=O)=CC=1. (2) The reactants are: [CH3:1][C:2]1[CH:7]=[C:6]([CH3:8])[NH:5][C:4](=[O:9])[C:3]=1[CH2:10][NH:11][C:12]([C:14]1[C:15]([CH3:49])=[C:16]([N:33]([CH2:47][CH3:48])[CH:34]2[CH2:39][CH2:38][N:37](C(OC(C)(C)C)=O)[CH2:36][CH2:35]2)[CH:17]=[C:18]([C:20]2[CH:25]=[CH:24][C:23]([CH2:26][N:27]3[CH2:32][CH2:31][O:30][CH2:29][CH2:28]3)=[CH:22][CH:21]=2)[CH:19]=1)=[O:13].C(O)(C(F)(F)F)=O. Given the product [CH3:1][C:2]1[CH:7]=[C:6]([CH3:8])[NH:5][C:4](=[O:9])[C:3]=1[CH2:10][NH:11][C:12]([C:14]1[CH:19]=[C:18]([C:20]2[CH:25]=[CH:24][C:23]([CH2:26][N:27]3[CH2:28][CH2:29][O:30][CH2:31][CH2:32]3)=[CH:22][CH:21]=2)[CH:17]=[C:16]([N:33]([CH2:47][CH3:48])[CH:34]2[CH2:35][CH2:36][NH:37][CH2:38][CH2:39]2)[C:15]=1[CH3:49])=[O:13], predict the reactants needed to synthesize it.